From a dataset of Forward reaction prediction with 1.9M reactions from USPTO patents (1976-2016). Predict the product of the given reaction. (1) Given the reactants [CH2:1]([O:8][C:9]1[CH:14]=[CH:13][C:12]([CH:15]2[CH2:20][NH:19][C:18](=[O:21])[CH2:17][O:16]2)=[CH:11][CH:10]=1)[C:2]1[CH:7]=[CH:6][CH:5]=[CH:4][CH:3]=1.[OH-].[Na+].[C:24]([O:28][C:29]([CH3:32])([CH3:31])[CH3:30])(=[O:27])[CH:25]=[CH2:26], predict the reaction product. The product is: [C:29]([O:28][C:24](=[O:27])[CH2:25][CH2:26][N:19]1[C:18](=[O:21])[CH2:17][O:16][CH:15]([C:12]2[CH:13]=[CH:14][C:9]([O:8][CH2:1][C:2]3[CH:3]=[CH:4][CH:5]=[CH:6][CH:7]=3)=[CH:10][CH:11]=2)[CH2:20]1)([CH3:32])([CH3:31])[CH3:30]. (2) Given the reactants [CH3:1][NH:2][CH3:3].[Cl:4][C:5]1[CH:10]=[CH:9][C:8]([N+:11]([O-:13])=[O:12])=[C:7](F)[CH:6]=1.C(=O)([O-])[O-].[K+].[K+], predict the reaction product. The product is: [Cl:4][C:5]1[CH:10]=[CH:9][C:8]([N+:11]([O-:13])=[O:12])=[C:7]([CH:6]=1)[N:2]([CH3:3])[CH3:1]. (3) The product is: [F:1][CH:2]([F:20])[O:3][C:4]1[CH:5]=[C:6]([O:21][CH3:23])[C:7]([N+:16]([O-:18])=[O:17])=[C:8]([N:10]2[CH:14]=[C:13]([CH3:15])[N:12]=[CH:11]2)[CH:9]=1. Given the reactants [F:1][CH:2]([F:20])[O:3][C:4]1[CH:5]=[C:6](F)[C:7]([N+:16]([O-:18])=[O:17])=[C:8]([N:10]2[CH:14]=[C:13]([CH3:15])[N:12]=[CH:11]2)[CH:9]=1.[OH-:21].[K+].[CH3:23]O, predict the reaction product. (4) Given the reactants [NH2:1][C:2]1[CH:3]=[C:4]([C:8]([OH:17])([C:13]([F:16])([F:15])[F:14])[C:9]([F:12])([F:11])[F:10])[CH:5]=[CH:6][CH:7]=1.[C:18]([O:22][C:23]([N:25]1[CH2:29][CH2:28][CH2:27][CH:26]1[CH2:30]O)=[O:24])([CH3:21])([CH3:20])[CH3:19].C1C=CC(P(C2C=CC=CC=2)C2C=CC=CC=2)=CC=1, predict the reaction product. The product is: [C:18]([O:22][C:23]([N:25]1[CH2:29][CH2:28][CH2:27][CH:26]1[CH2:30][O:17][C:8]([C:4]1[CH:5]=[CH:6][CH:7]=[C:2]([NH2:1])[CH:3]=1)([C:9]([F:10])([F:11])[F:12])[C:13]([F:14])([F:15])[F:16])=[O:24])([CH3:21])([CH3:19])[CH3:20].